Dataset: Catalyst prediction with 721,799 reactions and 888 catalyst types from USPTO. Task: Predict which catalyst facilitates the given reaction. (1) Reactant: COC(=O)[C@@H:4]([N:14]([C:29](=[O:49])[C@@H:30]([NH:41]C(OC(C)(C)C)=O)[CH2:31][C:32]1[CH:37]=[CH:36][C:35]([O:38][CH2:39][CH3:40])=[CH:34][CH:33]=1)[CH2:15][C:16]1[CH:21]=[CH:20][C:19]([O:22][C:23]2[CH:28]=[CH:27][CH:26]=[CH:25][CH:24]=2)=[CH:18][CH:17]=1)[CH2:5][NH:6]C(OC(C)(C)C)=O.C(N(C(C)C)C(C)C)C.[C:60](=[O:63])([O-])O.[Na+]. Product: [NH2:6][CH2:5][CH:4]1[N:14]([CH2:15][C:16]2[CH:21]=[CH:20][C:19]([O:22][C:23]3[CH:28]=[CH:27][CH:26]=[CH:25][CH:24]=3)=[CH:18][CH:17]=2)[C:29](=[O:49])[CH:30]([CH2:31][C:32]2[CH:33]=[CH:34][C:35]([O:38][CH2:39][CH3:40])=[CH:36][CH:37]=2)[NH:41][C:60]1=[O:63]. The catalyst class is: 281. (2) Reactant: O1CCCC1.CCOCC.[CH3:11][O:12][C:13](=[O:46])[C@@H:14]([NH:34][C:35]([C@H:37]1[CH2:42][CH2:41][C@H:40]([CH:43]([CH3:45])[CH3:44])[CH2:39][CH2:38]1)=[O:36])[CH2:15][C:16]1[CH:21]=[CH:20][C:19]([O:22][CH2:23][CH2:24][N:25](C)[C:26](OC(C)(C)C)=O)=[CH:18][CH:17]=1.FC(F)(F)C(O)=O. Product: [CH3:11][O:12][C:13](=[O:46])[C@@H:14]([NH:34][C:35]([C@H:37]1[CH2:42][CH2:41][C@H:40]([CH:43]([CH3:44])[CH3:45])[CH2:39][CH2:38]1)=[O:36])[CH2:15][C:16]1[CH:17]=[CH:18][C:19]([O:22][CH2:23][CH2:24][NH:25][CH3:26])=[CH:20][CH:21]=1. The catalyst class is: 526.